This data is from Peptide-MHC class I binding affinity with 185,985 pairs from IEDB/IMGT. The task is: Regression. Given a peptide amino acid sequence and an MHC pseudo amino acid sequence, predict their binding affinity value. This is MHC class I binding data. (1) The peptide sequence is YVFPVIFSK. The MHC is Patr-A0701 with pseudo-sequence Patr-A0701. The binding affinity (normalized) is 0. (2) The peptide sequence is EFVSANLAM. The MHC is HLA-A02:11 with pseudo-sequence HLA-A02:11. The binding affinity (normalized) is 0.0847. (3) The peptide sequence is RMILPMSRAFR. The MHC is HLA-A68:02 with pseudo-sequence HLA-A68:02. The binding affinity (normalized) is 0.0847. (4) The peptide sequence is AVTAALHRK. The MHC is HLA-B08:02 with pseudo-sequence HLA-B08:02. The binding affinity (normalized) is 0.0847.